Dataset: CYP3A4 inhibition data for predicting drug metabolism from PubChem BioAssay. Task: Regression/Classification. Given a drug SMILES string, predict its absorption, distribution, metabolism, or excretion properties. Task type varies by dataset: regression for continuous measurements (e.g., permeability, clearance, half-life) or binary classification for categorical outcomes (e.g., BBB penetration, CYP inhibition). Dataset: cyp3a4_veith. (1) The compound is Clc1ccccc1-c1nc(NCc2cccs2)c2ccccc2n1. The result is 1 (inhibitor). (2) The molecule is O=C(NCCc1ccc(Cl)cc1)c1ncn[nH]1. The result is 0 (non-inhibitor). (3) The result is 0 (non-inhibitor). The compound is CC(=O)O.COc1cc(C)cc2c(-c3c(O)cc(O)c4c3C[C@H](C)N[C@@H]4C)cc(-c3cc(-c4c(O)cc(O)c5c4C[C@H](C)N[C@@H]5C)c4cc(C)cc(OC)c4c3O)c(O)c12. (4) The molecule is Cc1c(O)c(=O)n(-c2ccccc2)n1C. The result is 0 (non-inhibitor).